From a dataset of Peptide-MHC class I binding affinity with 185,985 pairs from IEDB/IMGT. Regression. Given a peptide amino acid sequence and an MHC pseudo amino acid sequence, predict their binding affinity value. This is MHC class I binding data. (1) The peptide sequence is QQFANVISKI. The MHC is HLA-A02:06 with pseudo-sequence HLA-A02:06. The binding affinity (normalized) is 0.375. (2) The peptide sequence is ELQENITAH. The MHC is HLA-A68:02 with pseudo-sequence HLA-A68:02. The binding affinity (normalized) is 0.0847.